Dataset: Forward reaction prediction with 1.9M reactions from USPTO patents (1976-2016). Task: Predict the product of the given reaction. (1) Given the reactants [CH2:1]([O:3][C:4](=[O:23])[CH2:5][S:6]([C:9]1[CH:14]=[CH:13][C:12]([O:15][C:16]2[CH:21]=[CH:20][C:19]([Cl:22])=[CH:18][CH:17]=2)=[CH:11][CH:10]=1)(=[O:8])=[O:7])[CH3:2].[CH2:24]([N:26]([CH2:30][CH2:31]Cl)[CH2:27][CH2:28]Cl)[CH3:25], predict the reaction product. The product is: [CH2:1]([O:3][C:4]([C:5]1([S:6]([C:9]2[CH:10]=[CH:11][C:12]([O:15][C:16]3[CH:21]=[CH:20][C:19]([Cl:22])=[CH:18][CH:17]=3)=[CH:13][CH:14]=2)(=[O:8])=[O:7])[CH2:28][CH2:27][N:26]([CH2:30][CH3:31])[CH2:24][CH2:25]1)=[O:23])[CH3:2]. (2) Given the reactants [O-2:1].[Mg+2].[O-2].[Ca+2:4].[C:5](=[O:7])=[O:6], predict the reaction product. The product is: [C:5](=[O:1])([OH:7])[O-:6].[Ca+2:4].[C:5](=[O:1])([OH:7])[O-:6]. (3) Given the reactants [CH3:1][O:2][CH2:3][O:4][CH2:5][C:6]1[N:7]=[C:8]([C:13]2[CH:18]=[CH:17][CH:16]=[CH:15][CH:14]=2)[O:9][C:10]=1[CH:11]=O.[Cl-].C([O:27][C:28]1[CH:53]=[CH:52][C:31]([CH2:32][P+](C2C=CC=CC=2)(C2C=CC=CC=2)C2C=CC=CC=2)=[CH:30][CH:29]=1)C1C=CC=CC=1.C(=O)([O-])[O-].[K+].[K+].CN(C)C=O, predict the reaction product. The product is: [OH:27][C:28]1[CH:53]=[CH:52][C:31]([CH2:32][CH2:11][C:10]2[O:9][C:8]([C:13]3[CH:14]=[CH:15][CH:16]=[CH:17][CH:18]=3)=[N:7][C:6]=2[CH2:5][O:4][CH2:3][O:2][CH3:1])=[CH:30][CH:29]=1. (4) Given the reactants Br[C:2]1[CH:3]=[CH:4][C:5]([C:8]([NH:10][C:11]2[CH:16]=[C:15]([C:17]([F:20])([F:19])[F:18])[CH:14]=[CH:13][N:12]=2)=[O:9])=[N:6][CH:7]=1.[CH3:21][C:22]1([CH3:38])[C:26]([CH3:28])([CH3:27])[O:25][B:24]([B:24]2[O:25][C:26]([CH3:28])([CH3:27])[C:22]([CH3:38])([CH3:21])[O:23]2)[O:23]1.C([O-])(=O)C.[K+], predict the reaction product. The product is: [CH3:21][C:22]1([CH3:38])[C:26]([CH3:28])([CH3:27])[O:25][B:24]([C:2]2[CH:3]=[CH:4][C:5]([C:8]([NH:10][C:11]3[CH:16]=[C:15]([C:17]([F:20])([F:19])[F:18])[CH:14]=[CH:13][N:12]=3)=[O:9])=[N:6][CH:7]=2)[O:23]1. (5) Given the reactants [Cl:1][CH2:2][C:3]1[C:4]([CH3:14])=[C:5]([OH:13])[C:6]([CH3:12])=[C:7]([CH2:10]Cl)[C:8]=1[CH3:9].[Cl:15]CC1C(C)=C(CCl)C(C)=CC=1C.[NH2:28][C:29]([NH2:31])=[S:30], predict the reaction product. The product is: [ClH:1].[ClH:15].[OH:13][C:5]1[C:6]([CH3:12])=[C:7]([CH2:10][NH:31][C:29]([SH:30])=[NH:28])[C:8]([CH3:9])=[C:3]([CH2:2][NH:28][C:29]([SH:30])=[NH:31])[C:4]=1[CH3:14]. (6) Given the reactants [CH:1]1([C:4]2[CH:26]=[N:25][C:7]3[N:8]([C:13]([O:15]C4C=CC([N+]([O-])=O)=CC=4)=O)[CH2:9][C:10](=[O:12])[NH:11][C:6]=3[CH:5]=2)[CH2:3][CH2:2]1.Cl.[NH2:28][CH:29]([C:34]1[CH:39]=[CH:38][C:37]([O:40][C:41]([F:44])([F:43])[F:42])=[C:36]([F:45])[CH:35]=1)[C:30]([CH3:33])([OH:32])[CH3:31].C(N(CC)CC)C.O, predict the reaction product. The product is: [CH:1]1([C:4]2[CH:26]=[N:25][C:7]3[N:8]([C:13]([NH:28][CH:29]([C:34]4[CH:39]=[CH:38][C:37]([O:40][C:41]([F:42])([F:43])[F:44])=[C:36]([F:45])[CH:35]=4)[C:30]([OH:32])([CH3:33])[CH3:31])=[O:15])[CH2:9][C:10](=[O:12])[NH:11][C:6]=3[CH:5]=2)[CH2:2][CH2:3]1. (7) Given the reactants [C:1]1([C:7]2[S:8][CH:9]=[C:10]([C:12]([OH:14])=O)[N:11]=2)[CH:6]=[CH:5][CH:4]=[CH:3][CH:2]=1.CCN(C(C)C)C(C)C.CN(C(ON1N=NC2C=CC=CC1=2)=[N+](C)C)C.[B-](F)(F)(F)F.[CH2:46]([O:48][C:49]([N:51]1[CH2:56][CH2:55][N:54]([C:57](=[O:60])[CH2:58][NH2:59])[CH2:53][CH2:52]1)=[O:50])[CH3:47], predict the reaction product. The product is: [CH2:46]([O:48][C:49]([N:51]1[CH2:56][CH2:55][N:54]([C:57](=[O:60])[CH2:58][NH:59][C:12]([C:10]2[N:11]=[C:7]([C:1]3[CH:2]=[CH:3][CH:4]=[CH:5][CH:6]=3)[S:8][CH:9]=2)=[O:14])[CH2:53][CH2:52]1)=[O:50])[CH3:47]. (8) Given the reactants [CH3:1][N:2]([CH2:16][C:17]1[CH:22]=[CH:21][CH:20]=[CH:19][C:18]=1[CH3:23])[CH2:3][CH:4]([C:6]1[CH:15]=[CH:14][C:13]2[C:8](=[CH:9][CH:10]=[CH:11][CH:12]=2)[CH:7]=1)O.FC(F)(F)C(OC(=O)C(F)(F)F)=O, predict the reaction product. The product is: [CH3:1][N:2]1[CH2:3][CH:4]([C:6]2[CH:15]=[CH:14][C:13]3[C:8](=[CH:9][CH:10]=[CH:11][CH:12]=3)[CH:7]=2)[C:22]2[C:17](=[C:18]([CH3:23])[CH:19]=[CH:20][CH:21]=2)[CH2:16]1. (9) Given the reactants C(N(CC)CC)C.[Cl:8][C:9]1[CH:14]=[CH:13][C:12]([CH:15]([N:19]2[CH2:24][CH2:23][CH:22]([C:25](=[O:33])[NH:26][CH:27]3[CH2:32][CH2:31][CH2:30][CH2:29][CH2:28]3)[CH2:21][CH2:20]2)[C:16](O)=[O:17])=[CH:11][CH:10]=1.[F:34][C:35]([F:51])([F:50])[C:36]1[CH:37]=[C:38]([S:46]([NH2:49])(=[O:48])=[O:47])[CH:39]=[C:40]([C:42]([F:45])([F:44])[F:43])[CH:41]=1.O, predict the reaction product. The product is: [CH:27]1([NH:26][C:25]([CH:22]2[CH2:21][CH2:20][N:19]([CH:15]([C:12]3[CH:11]=[CH:10][C:9]([Cl:8])=[CH:14][CH:13]=3)[C:16]([NH:49][S:46]([C:38]3[CH:37]=[C:36]([C:35]([F:51])([F:50])[F:34])[CH:41]=[C:40]([C:42]([F:43])([F:44])[F:45])[CH:39]=3)(=[O:47])=[O:48])=[O:17])[CH2:24][CH2:23]2)=[O:33])[CH2:32][CH2:31][CH2:30][CH2:29][CH2:28]1.